Dataset: Full USPTO retrosynthesis dataset with 1.9M reactions from patents (1976-2016). Task: Predict the reactants needed to synthesize the given product. (1) The reactants are: [N+:1]([C:4]1[CH:8]=[CH:7][NH:6][N:5]=1)([O-:3])=[O:2].[H-].[Na+].[Cl:11][C:12]1[CH:19]=[CH:18][C:15]([CH2:16]Br)=[CH:14][CH:13]=1. Given the product [Cl:11][C:12]1[CH:19]=[CH:18][C:15]([CH2:16][N:6]2[CH:7]=[CH:8][C:4]([N+:1]([O-:3])=[O:2])=[N:5]2)=[CH:14][CH:13]=1, predict the reactants needed to synthesize it. (2) Given the product [ClH:20].[CH2:16]([N:5]([CH2:1][CH2:2][CH2:3][CH3:4])[CH2:6][CH2:7][CH2:8][O:9][C:10]1[CH:11]=[CH:12][CH:13]=[CH:14][CH:15]=1)[CH2:17][CH2:18][CH3:19], predict the reactants needed to synthesize it. The reactants are: [CH2:1]([N:5]([CH2:16][CH2:17][CH2:18][CH3:19])[CH2:6][CH2:7][CH2:8][O:9][C:10]1[CH:15]=[CH:14][CH:13]=[CH:12][CH:11]=1)[CH2:2][CH2:3][CH3:4].[ClH:20]. (3) Given the product [CH3:21][O:22][C:23]1[CH:24]=[C:25]([C:29]#[C:30][C:8]2[S:9][C:10]([C:13]([N:15]3[CH2:20][CH2:19][CH2:18][CH2:17][CH2:16]3)=[O:14])=[CH:11][N:12]=2)[CH:26]=[CH:27][CH:28]=1, predict the reactants needed to synthesize it. The reactants are: BrC1SC=CN=1.Br[C:8]1[S:9][C:10]([C:13]([N:15]2[CH2:20][CH2:19][CH2:18][CH2:17][CH2:16]2)=[O:14])=[CH:11][N:12]=1.[CH3:21][O:22][C:23]1[CH:24]=[C:25]([C:29]#[CH:30])[CH:26]=[CH:27][CH:28]=1. (4) Given the product [CH2:22]([NH:24][C:25](=[O:26])[O:21][CH2:20][CH2:19][CH2:18][C:12]1[C:13]([CH3:17])=[N:14][N:15]([CH3:16])[C:11]=1[N:7]1[C:8]2[C:4](=[CH:3][C:2]([Cl:1])=[CH:10][CH:9]=2)[CH:5]=[CH:6]1)[CH3:23], predict the reactants needed to synthesize it. The reactants are: [Cl:1][C:2]1[CH:3]=[C:4]2[C:8](=[CH:9][CH:10]=1)[N:7]([C:11]1[N:15]([CH3:16])[N:14]=[C:13]([CH3:17])[C:12]=1[CH2:18][CH2:19][CH2:20][OH:21])[CH:6]=[CH:5]2.[CH2:22]([N:24]=[C:25]=[O:26])[CH3:23].